This data is from Full USPTO retrosynthesis dataset with 1.9M reactions from patents (1976-2016). The task is: Predict the reactants needed to synthesize the given product. (1) Given the product [F:59][C:57]1[CH:56]=[C:55]([F:60])[CH:54]=[C:53]2[C:58]=1[C:49]([NH:47][C:43]1[CH:44]=[N:45][CH:46]=[C:41]([N:38]3[CH2:39][CH2:40][O:35][CH2:36][CH2:37]3)[CH:42]=1)=[C:50]([CH3:68])[C:51]([C:61]1[CH:66]=[CH:65][C:64]([CH3:67])=[CH:63][N:62]=1)=[N:52]2, predict the reactants needed to synthesize it. The reactants are: C1(P(C2CCCCC2)C2C=CC=CC=2C2C(C(C)C)=CC(C(C)C)=CC=2C(C)C)CCCCC1.[O:35]1[CH2:40][CH2:39][N:38]([C:41]2[CH:42]=[C:43]([NH2:47])[CH:44]=[N:45][CH:46]=2)[CH2:37][CH2:36]1.Cl[C:49]1[C:58]2[C:53](=[CH:54][C:55]([F:60])=[CH:56][C:57]=2[F:59])[N:52]=[C:51]([C:61]2[CH:66]=[CH:65][C:64]([CH3:67])=[CH:63][N:62]=2)[C:50]=1[CH3:68].CC(C)([O-])C.[Na+]. (2) Given the product [CH3:1][C:2]1[N:3]=[CH:4][N:5]([C:8]2[CH:13]=[CH:12][C:11]([NH2:14])=[CH:10][CH:9]=2)[CH:6]=1, predict the reactants needed to synthesize it. The reactants are: [CH3:1][C:2]1[N:3]=[CH:4][NH:5][CH:6]=1.F[C:8]1[CH:13]=[CH:12][C:11]([N+:14]([O-])=O)=[CH:10][CH:9]=1.C([O-])([O-])=O.[K+].[K+]. (3) Given the product [CH3:13][O:14][C:15](=[O:30])[CH:16]([NH:25][C:26](=[O:29])[CH2:27][O:28][C:10](=[O:11])[CH2:9][CH2:8][C:5]1[CH:6]=[CH:7][C:2]([OH:1])=[CH:3][CH:4]=1)[CH2:17][C:18]1[CH:23]=[CH:22][C:21]([OH:24])=[CH:20][CH:19]=1, predict the reactants needed to synthesize it. The reactants are: [OH:1][C:2]1[CH:7]=[CH:6][C:5]([CH2:8][CH2:9][C:10](O)=[O:11])=[CH:4][CH:3]=1.[CH3:13][O:14][C:15](=[O:30])[CH:16]([NH:25][C:26](=[O:29])[CH2:27][OH:28])[CH2:17][C:18]1[CH:23]=[CH:22][C:21]([OH:24])=[CH:20][CH:19]=1.C1(N=C=NC2CCCCC2)CCCCC1. (4) Given the product [CH:18]([Si:21]([CH:25]([CH3:27])[CH3:26])([CH:22]([CH3:24])[CH3:23])[O:17]/[N:16]=[C:13]1/[CH2:12][CH2:11][C:10]2[C:14]/1=[CH:15][C:7]([Br:6])=[CH:8][CH:9]=2)([CH3:20])[CH3:19], predict the reactants needed to synthesize it. The reactants are: N1C=CN=C1.[Br:6][C:7]1[CH:15]=[C:14]2[C:10]([CH2:11][CH2:12]/[C:13]/2=[N:16]/[OH:17])=[CH:9][CH:8]=1.[CH:18]([Si:21](Cl)([CH:25]([CH3:27])[CH3:26])[CH:22]([CH3:24])[CH3:23])([CH3:20])[CH3:19]. (5) Given the product [CH3:19][C:20]([CH3:24])([CH3:23])[CH2:21][NH:22][C:2]1[N:7]=[C:6]([C:8]2[CH:9]=[N:10][N:11]3[CH:16]=[CH:15][C:14]([C:17]#[N:18])=[CH:13][C:12]=23)[CH:5]=[CH:4][CH:3]=1, predict the reactants needed to synthesize it. The reactants are: Cl[C:2]1[N:7]=[C:6]([C:8]2[CH:9]=[N:10][N:11]3[CH:16]=[CH:15][C:14]([C:17]#[N:18])=[CH:13][C:12]=23)[CH:5]=[CH:4][CH:3]=1.[CH3:19][C:20]([CH3:24])([CH3:23])[CH2:21][NH2:22].C(=O)([O-])[O-].[Cs+].[Cs+].C1(C2C3C(=CC=CC=3)C=CC=2P(C2C=CC=CC=2)C2C=CC=CC=2)C2C(=CC=CC=2)C=CC=1P(C1C=CC=CC=1)C1C=CC=CC=1.